This data is from Reaction yield outcomes from USPTO patents with 853,638 reactions. The task is: Predict the reaction yield, written as a fraction of the theoretical maximum amount of product (1.0 means a 100% yield; for example, 0.34 means a 34% yield). (1) The reactants are [N+:1]([C:4]1[CH:5]=[C:6]2[C:10](=[CH:11][CH:12]=1)[NH:9][C:8]([CH2:13][C:14]([NH2:16])=[O:15])=[C:7]2[S:17]([C:20]1[CH:25]=[C:24]([CH3:26])[CH:23]=[C:22]([CH3:27])[CH:21]=1)(=[O:19])=[O:18])([O-])=O.[H][H]. The catalyst is O1CCCC1.CO.O=[Pt]=O. The product is [NH2:1][C:4]1[CH:5]=[C:6]2[C:10](=[CH:11][CH:12]=1)[NH:9][C:8]([CH2:13][C:14]([NH2:16])=[O:15])=[C:7]2[S:17]([C:20]1[CH:21]=[C:22]([CH3:27])[CH:23]=[C:24]([CH3:26])[CH:25]=1)(=[O:19])=[O:18]. The yield is 1.00. (2) The reactants are C1(C(=[N:14][C:15]2[CH:20]=[CH:19][C:18]([C:21]3[NH:26][C:25](=[O:27])[NH:24][CH:23]([C:28]4[CH:33]=[C:32]([N+:34]([O-:36])=[O:35])[C:31]([OH:37])=[C:30]([O:38][CH2:39][CH3:40])[CH:29]=4)[C:22]=3[C:41]3[CH:46]=[CH:45][CH:44]=[CH:43][CH:42]=3)=[CH:17][CH:16]=2)C2C=CC=CC=2)C=CC=CC=1.Cl. The catalyst is C1COCC1. The product is [NH2:14][C:15]1[CH:20]=[CH:19][C:18]([C:21]2[NH:26][C:25](=[O:27])[NH:24][CH:23]([C:28]3[CH:33]=[C:32]([N+:34]([O-:36])=[O:35])[C:31]([OH:37])=[C:30]([O:38][CH2:39][CH3:40])[CH:29]=3)[C:22]=2[C:41]2[CH:42]=[CH:43][CH:44]=[CH:45][CH:46]=2)=[CH:17][CH:16]=1. The yield is 1.00. (3) The reactants are C([O:8][C:9]1[CH:14]=[CH:13][C:12]([CH2:15][CH2:16][CH2:17][CH2:18][CH2:19][S:20]([F:23])(=[O:22])=[O:21])=[CH:11][CH:10]=1)C1C=CC=CC=1.B(F)(F)F.CCOCC. The catalyst is C(S)(S)C. The product is [OH:8][C:9]1[CH:10]=[CH:11][C:12]([CH2:15][CH2:16][CH2:17][CH2:18][CH2:19][S:20]([F:23])(=[O:22])=[O:21])=[CH:13][CH:14]=1. The yield is 0.680. (4) The reactants are [Cl:1][C:2]1[CH:10]=CC(C(O)=O)=[C:4](C)[CH:3]=1.B.[CH2:13]1[CH2:17][O:16][CH2:15][CH2:14]1.CO. The catalyst is C1COCC1. The product is [Cl:1][C:2]1[CH:10]=[C:13]([CH2:17][OH:16])[CH:14]=[CH:15][C:3]=1[CH3:4]. The yield is 0.850. (5) The reactants are [C:1]([N:4]1[C:12]2[C:7](=[CH:8][CH:9]=[C:10]([O:13][CH3:14])[CH:11]=2)[C:6](=O)[CH2:5]1)(=[O:3])[CH3:2].[CH3:16][O:17][C:18](=[O:39])[CH:19]=P(C1C=CC=CC=1)(C1C=CC=CC=1)C1C=CC=CC=1. The catalyst is C1(C)C=CC=CC=1. The product is [CH3:16][O:17][C:18](=[O:39])[CH2:19][C:6]1[C:7]2[C:12](=[CH:11][C:10]([O:13][CH3:14])=[CH:9][CH:8]=2)[N:4]([C:1](=[O:3])[CH3:2])[CH:5]=1. The yield is 0.500. (6) The reactants are [NH:1]1[CH2:5][CH2:4][N:3]=[C:2]1[C:6]1[CH:11]=[CH:10][C:9]([N:12]2[CH2:17][CH2:16][O:15][CH2:14][CH2:13]2)=[CH:8][C:7]=1[NH2:18].[N:19]#[C:20][Br:21]. The catalyst is CC(O)C. The product is [BrH:21].[N:12]1([C:9]2[CH:10]=[CH:11][C:6]3[C:2]4[N:1]([CH2:5][CH2:4][N:3]=4)[C:20]([NH2:19])=[N:18][C:7]=3[CH:8]=2)[CH2:13][CH2:14][O:15][CH2:16][CH2:17]1. The yield is 0.775. (7) The reactants are [CH:1]([CH:3]1[S:7][C:6]([C:8]2[NH:9][C:10]3[C:15]([CH:16]=2)=[CH:14][CH:13]=[CH:12][C:11]=3[N:17]([CH3:27])[S:18]([C:21]2[CH:26]=[CH:25][CH:24]=[CH:23][N:22]=2)(=[O:20])=[O:19])=[N:5][CH2:4]1)=[O:2].[BH4-].[Na+].[Cl-].[NH4+]. The catalyst is C(O)C. The product is [OH:2][CH2:1][CH:3]1[S:7][C:6]([C:8]2[NH:9][C:10]3[C:15]([CH:16]=2)=[CH:14][CH:13]=[CH:12][C:11]=3[N:17]([CH3:27])[S:18]([C:21]2[CH:26]=[CH:25][CH:24]=[CH:23][N:22]=2)(=[O:19])=[O:20])=[N:5][CH2:4]1. The yield is 0.800. (8) The reactants are [CH3:1][O:2][C:3]1[CH:8]=[CH:7][C:6]([S:9](Cl)(=[O:11])=[O:10])=[CH:5][CH:4]=1.[CH3:13][NH2:14]. The yield is 0.480. The catalyst is C(Cl)(Cl)Cl.CCO. The product is [CH3:1][O:2][C:3]1[CH:8]=[CH:7][C:6]([S:9]([NH:14][CH3:13])(=[O:11])=[O:10])=[CH:5][CH:4]=1. (9) The reactants are [CH2:1]([N:3]1[C:11]2[C:6](=[CH:7][CH:8]=[C:9]([O:12][CH3:13])[CH:10]=2)[C:5]([C:14]([NH2:16])=O)=[CH:4]1)[CH3:2].COC1C=CC(P2(SP(C3C=CC(OC)=CC=3)(=S)S2)=[S:26])=CC=1. The catalyst is C1(C)C=CC=CC=1. The product is [CH2:1]([N:3]1[C:11]2[C:6](=[CH:7][CH:8]=[C:9]([O:12][CH3:13])[CH:10]=2)[C:5]([C:14](=[S:26])[NH2:16])=[CH:4]1)[CH3:2]. The yield is 0.710. (10) The reactants are [C:1]([C:3]1[C:4]([C:20]([F:23])([F:22])[F:21])=[C:5]2[C:9](=[CH:10][CH:11]=1)[N:8]([CH2:12][C:13](=[NH:16])[NH:14][OH:15])[C:7]([CH2:17][CH2:18][CH3:19])=[CH:6]2)#[N:2].[Cl:24][C:25]1[C:30]([C:31](Cl)=O)=[CH:29][CH:28]=[CH:27][N:26]=1.C(N(CC)CC)C. The catalyst is C(#N)C. The product is [Cl:24][C:25]1[C:30]([C:31]2[O:15][N:14]=[C:13]([CH2:12][N:8]3[C:9]4[C:5](=[C:4]([C:20]([F:22])([F:23])[F:21])[C:3]([C:1]#[N:2])=[CH:11][CH:10]=4)[CH:6]=[C:7]3[CH2:17][CH2:18][CH3:19])[N:16]=2)=[CH:29][CH:28]=[CH:27][N:26]=1. The yield is 0.400.